This data is from Reaction yield outcomes from USPTO patents with 853,638 reactions. The task is: Predict the reaction yield, written as a fraction of the theoretical maximum amount of product (1.0 means a 100% yield; for example, 0.34 means a 34% yield). (1) The product is [CH3:39][C:33]([C:40]1[CH:45]=[CH:44][C:43]([C:46]2[CH:51]=[CH:50][C:49]([CH2:52][N:53]3[CH2:54][CH2:55][O:56][CH2:57][CH2:58]3)=[CH:48][CH:47]=2)=[CH:42][CH:41]=1)([CH3:32])[C:34]([OH:36])=[O:35]. The catalyst is O1CCCC1.C(O)C.O.O. The yield is 0.950. The reactants are BrC1C=CC(C(C)(C)C(OCC)=O)=CC=1.B(O)(O)C1C=CC(CN2CCOCC2)=CC=1.[CH3:32][C:33]([C:40]1[CH:45]=[CH:44][C:43]([C:46]2[CH:51]=[CH:50][C:49]([CH2:52][N:53]3[CH2:58][CH2:57][O:56][CH2:55][CH2:54]3)=[CH:48][CH:47]=2)=[CH:42][CH:41]=1)([CH3:39])[C:34]([O:36]CC)=[O:35].[OH-].[Li+]. (2) The yield is 0.770. The catalyst is C1COCC1. The product is [C:22]([O:21][C:19]([N:15]1[CH2:16][CH2:17][CH2:18][C@H:14]1[CH2:13][N:8]1[C:4]2[N:5]=[CH:6][N:7]=[C:2]([Cl:1])[C:3]=2[C:10]([I:11])=[CH:9]1)=[O:20])([CH3:25])([CH3:23])[CH3:24]. The reactants are [Cl:1][C:2]1[C:3]2[C:10]([I:11])=[CH:9][NH:8][C:4]=2[N:5]=[CH:6][N:7]=1.O[CH2:13][C@@H:14]1[CH2:18][CH2:17][CH2:16][N:15]1[C:19]([O:21][C:22]([CH3:25])([CH3:24])[CH3:23])=[O:20].C1C=CC(P(C2C=CC=CC=2)C2C=CC=CC=2)=CC=1.CC(OC(/N=N/C(OC(C)C)=O)=O)C.